Predict the product of the given reaction. From a dataset of Forward reaction prediction with 1.9M reactions from USPTO patents (1976-2016). (1) Given the reactants [Cl:1][C:2]1[CH:10]=[CH:9][C:8]2[NH:7][C:6]3[CH2:11][CH2:12][N:13]([CH3:15])[CH2:14][C:5]=3[C:4]=2[CH:3]=1.[OH-].[K+].[CH3:18][C:19]1[CH:24]=[N:23][C:22]([CH:25]=[CH2:26])=[CH:21][N:20]=1, predict the reaction product. The product is: [Cl:1][C:2]1[CH:10]=[CH:9][C:8]2[N:7]([CH2:26][CH2:25][C:22]3[CH:21]=[N:20][C:19]([CH3:18])=[CH:24][N:23]=3)[C:6]3[CH2:11][CH2:12][N:13]([CH3:15])[CH2:14][C:5]=3[C:4]=2[CH:3]=1. (2) Given the reactants [CH2:1]=[C:2]1[CH2:5][CH:4]([C:6]([O:8][CH2:9][C:10]2[CH:15]=[CH:14][CH:13]=[CH:12][CH:11]=2)=[O:7])[CH2:3]1.CSC.B1([O-])O[O:20]1.O.O.O.O.[Na+], predict the reaction product. The product is: [OH:20][CH2:1][CH:2]1[CH2:5][CH:4]([C:6]([O:8][CH2:9][C:10]2[CH:11]=[CH:12][CH:13]=[CH:14][CH:15]=2)=[O:7])[CH2:3]1. (3) The product is: [OH:6][CH2:7][CH2:8][C:9]1[C:5]([OH:4])=[N:15][C:13]([OH:14])=[N:12][C:10]=1[CH3:11]. Given the reactants C[O-].[Na+].[O:4]=[C:5]1[O:6][CH2:7][CH2:8]/[C:9]/1=[C:10](/[NH:12][C:13]([NH2:15])=[O:14])\[CH3:11].O, predict the reaction product. (4) The product is: [O:1]=[S:2]1(=[O:14])[CH2:7][CH2:6][CH:5]([C:8]([OH:10])=[O:9])[CH2:4][CH2:3]1. Given the reactants [O:1]=[S:2]1(=[O:14])[CH2:7][CH2:6][C:5](C(O)=O)([C:8]([OH:10])=[O:9])[CH2:4][CH2:3]1, predict the reaction product.